From a dataset of Peptide-MHC class I binding affinity with 185,985 pairs from IEDB/IMGT. Regression. Given a peptide amino acid sequence and an MHC pseudo amino acid sequence, predict their binding affinity value. This is MHC class I binding data. (1) The peptide sequence is FPRDPVSTF. The MHC is HLA-B18:01 with pseudo-sequence HLA-B18:01. The binding affinity (normalized) is 0.0847. (2) The peptide sequence is ISPASISSV. The MHC is Mamu-A01 with pseudo-sequence Mamu-A01. The binding affinity (normalized) is 0.775. (3) The binding affinity (normalized) is 0.421. The MHC is HLA-A02:02 with pseudo-sequence HLA-A02:02. The peptide sequence is TVGMSIVCIV. (4) The peptide sequence is PTAIYTLEY. The MHC is HLA-A01:01 with pseudo-sequence HLA-A01:01. The binding affinity (normalized) is 0.790.